Dataset: Full USPTO retrosynthesis dataset with 1.9M reactions from patents (1976-2016). Task: Predict the reactants needed to synthesize the given product. (1) The reactants are: [C:1]([N:8]1[CH2:13][CH2:12][CH:11]([CH2:14][OH:15])[CH2:10][CH2:9]1)([O:3][C:4]([CH3:7])([CH3:6])[CH3:5])=[O:2].[H-].[Na+].[Cl:18][C:19]1[N:20]=[N:21][C:22](Cl)=[CH:23][CH:24]=1. Given the product [Cl:18][C:19]1[N:20]=[N:21][C:22]([O:15][CH2:14][CH:11]2[CH2:12][CH2:13][N:8]([C:1]([O:3][C:4]([CH3:7])([CH3:6])[CH3:5])=[O:2])[CH2:9][CH2:10]2)=[CH:23][CH:24]=1, predict the reactants needed to synthesize it. (2) The reactants are: [CH3:1][O:2][C:3]([C:5]1([C:8]2[CH:13]=[C:12](I)[C:11]([O:15][CH2:16][C:17]([CH3:19])=[CH2:18])=[C:10](I)[CH:9]=2)[CH2:7][CH2:6]1)=[O:4].CCCC[SnH](CCCC)CCCC.CC(N=NC(C#N)(C)C)(C#N)C. Given the product [CH3:1][O:2][C:3]([C:5]1([C:8]2[CH:13]=[CH:12][C:11]3[O:15][CH2:16][C:17]([CH3:19])([CH3:18])[C:10]=3[CH:9]=2)[CH2:7][CH2:6]1)=[O:4], predict the reactants needed to synthesize it. (3) Given the product [CH2:32]([O:34][C:35](=[O:52])[CH2:36][C:37]1[CH:42]=[CH:41][C:40]([C:2]2[CH:3]=[CH:4][C:5]([C:8]3[O:12][N:11]=[C:10]([CH3:13])[C:9]=3[CH:14]([OH:15])[C:16]3[N:17]=[N:18][N:19]([CH2:21][C:22]4[CH:27]=[CH:26][CH:25]=[C:24]([C:28]([F:30])([F:29])[F:31])[CH:23]=4)[CH:20]=3)=[CH:6][CH:7]=2)=[CH:39][CH:38]=1)[CH3:33], predict the reactants needed to synthesize it. The reactants are: Br[C:2]1[CH:7]=[CH:6][C:5]([C:8]2[O:12][N:11]=[C:10]([CH3:13])[C:9]=2[CH:14]([C:16]2[N:17]=[N:18][N:19]([CH2:21][C:22]3[CH:27]=[CH:26][CH:25]=[C:24]([C:28]([F:31])([F:30])[F:29])[CH:23]=3)[CH:20]=2)[OH:15])=[CH:4][CH:3]=1.[CH2:32]([O:34][C:35](=[O:52])[CH2:36][C:37]1[CH:42]=[CH:41][C:40](B2OC(C)(C)C(C)(C)O2)=[CH:39][CH:38]=1)[CH3:33]. (4) Given the product [CH2:1]([C:3]1[C:12]2[O:11][CH:10]([CH:13]([CH3:14])[CH3:15])[CH2:9][NH:8][C:7]=2[CH:6]=[CH:5][CH:4]=1)[CH3:2], predict the reactants needed to synthesize it. The reactants are: [CH2:1]([C:3]1[C:12]2[O:11][CH:10]([CH:13]([CH3:15])[CH3:14])[C:9](=O)[NH:8][C:7]=2[CH:6]=[CH:5][CH:4]=1)[CH3:2].B.O1CCCC1.Cl.C(=O)([O-])O.[Na+]. (5) Given the product [Br:22][CH2:2][CH2:3][CH:4]1[O:9][CH2:8][CH2:7][N:6]([C:10]([O:12][C:13]([CH3:16])([CH3:15])[CH3:14])=[O:11])[CH2:5]1, predict the reactants needed to synthesize it. The reactants are: O[CH2:2][CH2:3][CH:4]1[O:9][CH2:8][CH2:7][N:6]([C:10]([O:12][C:13]([CH3:16])([CH3:15])[CH3:14])=[O:11])[CH2:5]1.N1C=CN=C1.[Br:22]C(Br)(Br)Br. (6) Given the product [Cl:1][C:2]1[CH:9]=[CH:8][CH:7]=[C:6]([C:10]([F:13])([F:12])[F:11])[C:3]=1[CH:4]=[C:16]([C:14]#[N:15])[C:17]([OH:19])=[O:18], predict the reactants needed to synthesize it. The reactants are: [Cl:1][C:2]1[CH:9]=[CH:8][CH:7]=[C:6]([C:10]([F:13])([F:12])[F:11])[C:3]=1[CH:4]=O.[C:14]([CH2:16][C:17]([OH:19])=[O:18])#[N:15].C([O-])(=O)C.[NH4+].N1C=CC=CC=1.Cl. (7) Given the product [S:23]=[C:20]1[S:21][S:22][C:18]([C:15]2[CH:14]=[CH:13][C:12]([O:9][C:1](=[O:10])[C:2]3[CH:8]=[CH:7][CH:6]=[CH:5][C:3]=3[OH:4])=[CH:17][CH:16]=2)=[CH:19]1, predict the reactants needed to synthesize it. The reactants are: [C:1]([OH:10])(=[O:9])[C:2]1[C:3](=[CH:5][CH:6]=[CH:7][CH:8]=1)[OH:4].O[C:12]1[CH:17]=[CH:16][C:15]([C:18]2[S:22][S:21][C:20](=[S:23])[CH:19]=2)=[CH:14][CH:13]=1.C1(N=C=NC2CCCCC2)CCCCC1. (8) Given the product [NH2:16][C:13]1[C:14](=[O:15])[N:9]([CH2:8][C:6]([OH:7])=[O:5])[C:10]([C:25]2[CH:30]=[CH:29][CH:28]=[CH:27][CH:26]=2)=[N:11][CH:12]=1, predict the reactants needed to synthesize it. The reactants are: C([O:5][C:6]([CH2:8][N:9]1[C:14](=[O:15])[C:13]([NH:16]C(=O)C2C=CC=CC=2)=[CH:12][N:11]=[C:10]1[C:25]1[CH:30]=[CH:29][CH:28]=[CH:27][CH:26]=1)=[O:7])(C)(C)C.Cl.